This data is from Forward reaction prediction with 1.9M reactions from USPTO patents (1976-2016). The task is: Predict the product of the given reaction. Given the reactants [N+:1]([C:4]1[CH:5]=[C:6]([CH:10]=[C:11]([C:13]([F:16])([F:15])[F:14])[CH:12]=1)[C:7]([OH:9])=[O:8])([O-])=O, predict the reaction product. The product is: [NH2:1][C:4]1[CH:5]=[C:6]([CH:10]=[C:11]([C:13]([F:14])([F:15])[F:16])[CH:12]=1)[C:7]([OH:9])=[O:8].